From a dataset of Forward reaction prediction with 1.9M reactions from USPTO patents (1976-2016). Predict the product of the given reaction. (1) The product is: [Br:3][C:4]1[CH:9]=[C:8]([CH:10]([CH3:11])[CH3:12])[CH:7]=[CH:6][C:5]=1[N:13]([CH2:31][CH3:32])[C:14]1[N:15]=[C:16]([CH3:29])[C:17]2[CH2:23][CH2:22][CH2:21][N:20]([CH:24]([CH2:25][CH3:26])[CH2:27][CH3:28])[C:18]=2[N:19]=1. Given the reactants [H-].[Na+].[Br:3][C:4]1[CH:9]=[C:8]([CH:10]([CH3:12])[CH3:11])[CH:7]=[CH:6][C:5]=1[NH:13][C:14]1[N:15]=[C:16]([CH3:29])[C:17]2[CH2:23][CH2:22][CH2:21][N:20]([CH:24]([CH2:27][CH3:28])[CH2:25][CH3:26])[C:18]=2[N:19]=1.I[CH2:31][CH3:32], predict the reaction product. (2) Given the reactants [N:1]1([CH:6]2[CH2:11][CH2:10][CH:9](NC)[CH2:8][CH2:7]2)[CH:5]=[CH:4][N:3]=[CH:2]1.C[CH2:15][N:16](CC)CC.[N+:21]([C:24]1[C:25](SC#N)=[N:26][C:27]([NH:30][CH2:31][C:32]2[CH:37]=[CH:36][CH:35]=[CH:34][C:33]=2[O:38][C:39]([F:42])([F:41])[F:40])=[N:28][CH:29]=1)([O-:23])=[O:22], predict the reaction product. The product is: [N:1]1([C@H:6]2[CH2:7][CH2:8][C@H:9]([CH2:15][NH:16][C:25]3[C:24]([N+:21]([O-:23])=[O:22])=[CH:29][N:28]=[C:27]([NH:30][CH2:31][C:32]4[CH:37]=[CH:36][CH:35]=[CH:34][C:33]=4[O:38][C:39]([F:41])([F:42])[F:40])[N:26]=3)[CH2:10][CH2:11]2)[CH:5]=[CH:4][N:3]=[CH:2]1. (3) Given the reactants [Br:1][C:2]1[CH:3]=[C:4]2[C:9](=[N:10][C:11]=1[CH:12]([O:15][CH3:16])[O:13][CH3:14])[NH:8][CH2:7][CH2:6][CH2:5]2.[C:17]1([O:23][C:24](=O)[O:25]C2C=CC=CC=2)[CH:22]=[CH:21][CH:20]=[CH:19][CH:18]=1.[Li+].C[Si]([N-][Si](C)(C)C)(C)C, predict the reaction product. The product is: [Br:1][C:2]1[CH:3]=[C:4]2[C:9](=[N:10][C:11]=1[CH:12]([O:13][CH3:14])[O:15][CH3:16])[N:8]([C:24]([O:23][C:17]1[CH:22]=[CH:21][CH:20]=[CH:19][CH:18]=1)=[O:25])[CH2:7][CH2:6][CH2:5]2. (4) Given the reactants [CH2:1]([C:3]1[CH:4]=[C:5]([CH:10]=[C:11]([CH3:13])[N:12]=1)[C:6]([NH:8][OH:9])=[NH:7])[CH3:2].[CH2:14]([C:16]1[CH:17]=[C:18]([CH:22]=[C:23]([CH3:26])[C:24]=1[OH:25])[C:19](O)=O)[CH3:15], predict the reaction product. The product is: [CH2:14]([C:16]1[CH:17]=[C:18]([C:19]2[O:9][N:8]=[C:6]([C:5]3[CH:10]=[C:11]([CH3:13])[N:12]=[C:3]([CH2:1][CH3:2])[CH:4]=3)[N:7]=2)[CH:22]=[C:23]([CH3:26])[C:24]=1[OH:25])[CH3:15]. (5) Given the reactants S(OOS([O-])(=O)=O)([O-])(=O)=O.[K+].[K+].[O:13]1[CH2:18][CH2:17][CH2:16][CH2:15][CH:14]1[O:19][CH2:20][C:21]#[C:22][CH2:23][CH2:24][CH2:25][CH2:26][CH2:27][CH2:28][CH2:29][CH2:30][CH2:31][CH2:32][CH2:33][CH2:34][CH2:35][OH:36].[OH-:37].[K+], predict the reaction product. The product is: [O:13]1[CH2:18][CH2:17][CH2:16][CH2:15][CH:14]1[O:19][CH2:20][C:21]#[C:22][CH2:23][CH2:24][CH2:25][CH2:26][CH2:27][CH2:28][CH2:29][CH2:30][CH2:31][CH2:32][CH2:33][CH2:34][C:35]([OH:37])=[O:36]. (6) Given the reactants B(Br)(Br)Br.[CH2:5]([CH:12]1[CH2:17][CH2:16][CH2:15][N:14]([C:18]([C:20]2[CH:25]=[CH:24][C:23]([O:26]C)=[C:22]([F:28])[CH:21]=2)=[O:19])[CH2:13]1)[C:6]1[CH:11]=[CH:10][CH:9]=[CH:8][CH:7]=1.O, predict the reaction product. The product is: [CH2:5]([CH:12]1[CH2:17][CH2:16][CH2:15][N:14]([C:18]([C:20]2[CH:25]=[CH:24][C:23]([OH:26])=[C:22]([F:28])[CH:21]=2)=[O:19])[CH2:13]1)[C:6]1[CH:11]=[CH:10][CH:9]=[CH:8][CH:7]=1.